Dataset: Forward reaction prediction with 1.9M reactions from USPTO patents (1976-2016). Task: Predict the product of the given reaction. (1) Given the reactants [NH2:1][C:2]1([C:13]2[CH:18]=[CH:17][C:16]([CH:19]([CH3:21])[CH3:20])=[CH:15][C:14]=2[O:22][CH3:23])[C:10](=[O:11])[C:9]2[C:4](=[CH:5][CH:6]=[CH:7][CH:8]=2)[C:3]1=[O:12].ClC(Cl)(O[C:28](=[O:34])OC(Cl)(Cl)Cl)Cl.[CH2:36]([NH2:38])[CH3:37].ClCCl, predict the reaction product. The product is: [CH2:36]([NH:38][C:28]([NH:1][C:2]1([C:13]2[CH:18]=[CH:17][C:16]([CH:19]([CH3:21])[CH3:20])=[CH:15][C:14]=2[O:22][CH3:23])[C:10](=[O:11])[C:9]2[C:4](=[CH:5][CH:6]=[CH:7][CH:8]=2)[C:3]1=[O:12])=[O:34])[CH3:37]. (2) Given the reactants C(#N)C.[Cl:4][C:5]1[C:6]([N:12]2[CH:16]([C:17]([O:19][CH2:20][CH3:21])=[O:18])[CH2:15][C:14](=O)[NH:13]2)=[N:7][CH:8]=[C:9]([Cl:11])[CH:10]=1.P(Br)(Br)([Br:25])=O.C(=O)([O-])[O-].[Na+].[Na+], predict the reaction product. The product is: [Br:25][C:14]1[CH2:15][CH:16]([C:17]([O:19][CH2:20][CH3:21])=[O:18])[N:12]([C:6]2[C:5]([Cl:4])=[CH:10][C:9]([Cl:11])=[CH:8][N:7]=2)[N:13]=1.